Task: Predict the product of the given reaction.. Dataset: Forward reaction prediction with 1.9M reactions from USPTO patents (1976-2016) Given the reactants O1CCCCC1[N:7]1[CH:15]=[N:14][C:13]2[C:8]1=[N:9][CH:10]=[N:11][C:12]=2[C:16]1[C:17]([NH:22][C:23]2[CH:24]=[CH:25][C:26]([NH:29]C(=O)C)=[N:27][CH:28]=2)=[N:18][CH:19]=[CH:20][CH:21]=1, predict the reaction product. The product is: [N:11]1[C:12]([C:16]2[C:17]([NH:22][C:23]3[CH:28]=[N:27][C:26]([NH2:29])=[CH:25][CH:24]=3)=[N:18][CH:19]=[CH:20][CH:21]=2)=[C:13]2[C:8]([NH:7][CH:15]=[N:14]2)=[N:9][CH:10]=1.